This data is from NCI-60 drug combinations with 297,098 pairs across 59 cell lines. The task is: Regression. Given two drug SMILES strings and cell line genomic features, predict the synergy score measuring deviation from expected non-interaction effect. (1) Drug 1: CN1CCC(CC1)COC2=C(C=C3C(=C2)N=CN=C3NC4=C(C=C(C=C4)Br)F)OC. Drug 2: CS(=O)(=O)CCNCC1=CC=C(O1)C2=CC3=C(C=C2)N=CN=C3NC4=CC(=C(C=C4)OCC5=CC(=CC=C5)F)Cl. Cell line: OVCAR-4. Synergy scores: CSS=10.1, Synergy_ZIP=-3.58, Synergy_Bliss=-1.31, Synergy_Loewe=-0.236, Synergy_HSA=-0.225. (2) Drug 1: C1CN1P(=S)(N2CC2)N3CC3. Drug 2: C1CCC(C(C1)N)N.C(=O)(C(=O)[O-])[O-].[Pt+4]. Cell line: SK-OV-3. Synergy scores: CSS=10.7, Synergy_ZIP=-2.80, Synergy_Bliss=-2.92, Synergy_Loewe=-6.85, Synergy_HSA=-3.55. (3) Drug 1: CC1CCC2CC(C(=CC=CC=CC(CC(C(=O)C(C(C(=CC(C(=O)CC(OC(=O)C3CCCCN3C(=O)C(=O)C1(O2)O)C(C)CC4CCC(C(C4)OC)O)C)C)O)OC)C)C)C)OC. Drug 2: COCCOC1=C(C=C2C(=C1)C(=NC=N2)NC3=CC=CC(=C3)C#C)OCCOC.Cl. Cell line: RPMI-8226. Synergy scores: CSS=17.9, Synergy_ZIP=3.30, Synergy_Bliss=0.330, Synergy_Loewe=-61.2, Synergy_HSA=0.740. (4) Drug 1: C1=CC(=CC=C1CCC2=CNC3=C2C(=O)NC(=N3)N)C(=O)NC(CCC(=O)O)C(=O)O. Drug 2: C1=CN(C=N1)CC(O)(P(=O)(O)O)P(=O)(O)O. Cell line: MDA-MB-435. Synergy scores: CSS=6.79, Synergy_ZIP=-2.34, Synergy_Bliss=-0.988, Synergy_Loewe=-37.4, Synergy_HSA=-2.82. (5) Drug 1: C1=CC=C(C(=C1)C(C2=CC=C(C=C2)Cl)C(Cl)Cl)Cl. Drug 2: CC(C)NC(=O)C1=CC=C(C=C1)CNNC.Cl. Cell line: UO-31. Synergy scores: CSS=3.05, Synergy_ZIP=-0.277, Synergy_Bliss=1.27, Synergy_Loewe=0.695, Synergy_HSA=1.58. (6) Drug 1: C1=C(C(=O)NC(=O)N1)N(CCCl)CCCl. Drug 2: C1C(C(OC1N2C=NC3=C2NC=NCC3O)CO)O. Cell line: MOLT-4. Synergy scores: CSS=70.9, Synergy_ZIP=5.56, Synergy_Bliss=5.72, Synergy_Loewe=3.79, Synergy_HSA=7.23. (7) Drug 1: CC12CCC3C(C1CCC2=O)CC(=C)C4=CC(=O)C=CC34C. Drug 2: CC(C)(C#N)C1=CC(=CC(=C1)CN2C=NC=N2)C(C)(C)C#N. Cell line: SF-295. Synergy scores: CSS=43.7, Synergy_ZIP=0.391, Synergy_Bliss=-0.467, Synergy_Loewe=0.485, Synergy_HSA=0.547.